This data is from Full USPTO retrosynthesis dataset with 1.9M reactions from patents (1976-2016). The task is: Predict the reactants needed to synthesize the given product. The reactants are: Cl.[N:2]1[CH:7]=[CH:6][CH:5]=[CH:4][C:3]=1[N:8]([CH2:33][CH2:34][C:35]([O:37][CH2:38][CH3:39])=[O:36])[C:9]([C:11]1[CH:32]=[CH:31][C:14]2[N:15]([CH3:30])[C:16]([CH2:18][N:19]([C:21]3[CH:26]=[CH:25][C:24]([C:27](=[NH:29])[NH2:28])=[CH:23][CH:22]=3)[CH3:20])=[N:17][C:13]=2[CH:12]=1)=[O:10].[C:40](Cl)(=[O:47])[C:41]1[CH:46]=[CH:45][CH:44]=[CH:43][CH:42]=1. Given the product [N:2]1[CH:7]=[CH:6][CH:5]=[CH:4][C:3]=1[N:8]([CH2:33][CH2:34][C:35]([O:37][CH2:38][CH3:39])=[O:36])[C:9]([C:11]1[CH:32]=[CH:31][C:14]2[N:15]([CH3:30])[C:16]([CH2:18][N:19]([C:21]3[CH:26]=[CH:25][C:24]([C:27](=[NH:28])[NH:29][C:40](=[O:47])[C:41]4[CH:46]=[CH:45][CH:44]=[CH:43][CH:42]=4)=[CH:23][CH:22]=3)[CH3:20])=[N:17][C:13]=2[CH:12]=1)=[O:10], predict the reactants needed to synthesize it.